From a dataset of Peptide-MHC class I binding affinity with 185,985 pairs from IEDB/IMGT. Regression. Given a peptide amino acid sequence and an MHC pseudo amino acid sequence, predict their binding affinity value. This is MHC class I binding data. The peptide sequence is IKAVYNFATC. The MHC is H-2-Db with pseudo-sequence H-2-Db. The binding affinity (normalized) is 0.0641.